Task: Regression. Given a peptide amino acid sequence and an MHC pseudo amino acid sequence, predict their binding affinity value. This is MHC class I binding data.. Dataset: Peptide-MHC class I binding affinity with 185,985 pairs from IEDB/IMGT (1) The peptide sequence is NYILCYRKPH. The MHC is HLA-A31:01 with pseudo-sequence HLA-A31:01. The binding affinity (normalized) is 0.135. (2) The MHC is HLA-B08:01 with pseudo-sequence HLA-B08:01. The binding affinity (normalized) is 0.292. The peptide sequence is SVNCFTSLVWAPL. (3) The peptide sequence is ETIFTVLAL. The MHC is HLA-B58:01 with pseudo-sequence HLA-B58:01. The binding affinity (normalized) is 0.0847. (4) The peptide sequence is REVFYFGKF. The MHC is HLA-A26:01 with pseudo-sequence HLA-A26:01. The binding affinity (normalized) is 0.0847. (5) The peptide sequence is VFSDGRVAC. The MHC is HLA-A68:02 with pseudo-sequence HLA-A68:02. The binding affinity (normalized) is 0.163. (6) The peptide sequence is ALEQYGIENT. The MHC is HLA-A02:02 with pseudo-sequence HLA-A02:02. The binding affinity (normalized) is 0.255.